This data is from Experimentally validated miRNA-target interactions with 360,000+ pairs, plus equal number of negative samples. The task is: Binary Classification. Given a miRNA mature sequence and a target amino acid sequence, predict their likelihood of interaction. The miRNA is hsa-miR-4471 with sequence UGGGAACUUAGUAGAGGUUUAA. The protein sequence of the target gene is MATSVGHRCLGLLHGVAPWRSSLHPCEITALSQSLQPLRKLPFRAFRTDARKIHTAPARTMFLLRPLPILLVTGGGYAGYRQYEKYRERELEKLGLEIPPKLAGHWEVALYKSVPTRLLSRAWGRLNQVELPHWLRRPVYSLYIWTFGVNMKEAAVEDLHHYRNLSEFFRRKLKPQARPVCGLHSVISPSDGRILNFGQVKNCEVEQVKGVTYSLESFLGPRMCTEDLPFPPAASCDSFKNQLVTREGNELYHCVIYLAPGDYHCFHSPTDWTVSHRRHFPGSLMSVNPGMARWIKELFC.... Result: 1 (interaction).